Dataset: Peptide-MHC class I binding affinity with 185,985 pairs from IEDB/IMGT. Task: Regression. Given a peptide amino acid sequence and an MHC pseudo amino acid sequence, predict their binding affinity value. This is MHC class I binding data. The peptide sequence is YLVWQPMSA. The MHC is HLA-A02:01 with pseudo-sequence HLA-A02:01. The binding affinity (normalized) is 0.450.